From a dataset of NCI-60 drug combinations with 297,098 pairs across 59 cell lines. Regression. Given two drug SMILES strings and cell line genomic features, predict the synergy score measuring deviation from expected non-interaction effect. (1) Drug 1: CC1OCC2C(O1)C(C(C(O2)OC3C4COC(=O)C4C(C5=CC6=C(C=C35)OCO6)C7=CC(=C(C(=C7)OC)O)OC)O)O. Drug 2: CC(C)(C#N)C1=CC(=CC(=C1)CN2C=NC=N2)C(C)(C)C#N. Cell line: A498. Synergy scores: CSS=21.4, Synergy_ZIP=-7.39, Synergy_Bliss=-1.92, Synergy_Loewe=-3.49, Synergy_HSA=-1.29. (2) Drug 1: C1=CC(=CC=C1CCCC(=O)O)N(CCCl)CCCl. Drug 2: CS(=O)(=O)OCCCCOS(=O)(=O)C. Cell line: A549. Synergy scores: CSS=36.5, Synergy_ZIP=-4.89, Synergy_Bliss=-0.0795, Synergy_Loewe=-3.36, Synergy_HSA=0.847. (3) Drug 1: CC1=C2C(C(=O)C3(C(CC4C(C3C(C(C2(C)C)(CC1OC(=O)C(C(C5=CC=CC=C5)NC(=O)C6=CC=CC=C6)O)O)OC(=O)C7=CC=CC=C7)(CO4)OC(=O)C)O)C)OC(=O)C. Drug 2: C#CCC(CC1=CN=C2C(=N1)C(=NC(=N2)N)N)C3=CC=C(C=C3)C(=O)NC(CCC(=O)O)C(=O)O. Cell line: NCI/ADR-RES. Synergy scores: CSS=16.8, Synergy_ZIP=-1.22, Synergy_Bliss=-1.64, Synergy_Loewe=-7.53, Synergy_HSA=-2.06. (4) Drug 1: C1=CC=C(C=C1)NC(=O)CCCCCCC(=O)NO. Drug 2: C1CCC(C(C1)N)N.C(=O)(C(=O)[O-])[O-].[Pt+4]. Cell line: U251. Synergy scores: CSS=30.3, Synergy_ZIP=-9.69, Synergy_Bliss=-2.48, Synergy_Loewe=-2.69, Synergy_HSA=-0.393. (5) Drug 1: C1=C(C(=O)NC(=O)N1)F. Drug 2: CC1CCC2CC(C(=CC=CC=CC(CC(C(=O)C(C(C(=CC(C(=O)CC(OC(=O)C3CCCCN3C(=O)C(=O)C1(O2)O)C(C)CC4CCC(C(C4)OC)O)C)C)O)OC)C)C)C)OC. Cell line: HOP-62. Synergy scores: CSS=43.5, Synergy_ZIP=-12.5, Synergy_Bliss=-10.3, Synergy_Loewe=-4.50, Synergy_HSA=-3.16. (6) Cell line: T-47D. Synergy scores: CSS=19.0, Synergy_ZIP=0.432, Synergy_Bliss=1.49, Synergy_Loewe=-7.87, Synergy_HSA=-0.222. Drug 1: CS(=O)(=O)CCNCC1=CC=C(O1)C2=CC3=C(C=C2)N=CN=C3NC4=CC(=C(C=C4)OCC5=CC(=CC=C5)F)Cl. Drug 2: CC1(CCCN1)C2=NC3=C(C=CC=C3N2)C(=O)N. (7) Drug 1: C1=CC(=CC=C1C#N)C(C2=CC=C(C=C2)C#N)N3C=NC=N3. Drug 2: CCN(CC)CCNC(=O)C1=C(NC(=C1C)C=C2C3=C(C=CC(=C3)F)NC2=O)C. Cell line: TK-10. Synergy scores: CSS=0.900, Synergy_ZIP=0.121, Synergy_Bliss=-0.833, Synergy_Loewe=-5.11, Synergy_HSA=-4.36. (8) Drug 1: CC12CCC3C(C1CCC2=O)CC(=C)C4=CC(=O)C=CC34C. Drug 2: CCN(CC)CCCC(C)NC1=C2C=C(C=CC2=NC3=C1C=CC(=C3)Cl)OC. Cell line: UO-31. Synergy scores: CSS=32.1, Synergy_ZIP=1.30, Synergy_Bliss=4.33, Synergy_Loewe=2.96, Synergy_HSA=4.28. (9) Drug 1: C1CN1P(=S)(N2CC2)N3CC3. Drug 2: COC1=C2C(=CC3=C1OC=C3)C=CC(=O)O2. Cell line: HS 578T. Synergy scores: CSS=4.01, Synergy_ZIP=-1.73, Synergy_Bliss=1.74, Synergy_Loewe=-4.55, Synergy_HSA=-0.0269.